Dataset: Reaction yield outcomes from USPTO patents with 853,638 reactions. Task: Predict the reaction yield, written as a fraction of the theoretical maximum amount of product (1.0 means a 100% yield; for example, 0.34 means a 34% yield). (1) The reactants are [CH2:1]([N:3]([CH2:6][C:7]1[CH:12]=[CH:11][C:10]([N+:13]([O-])=O)=[CH:9][CH:8]=1)[CH2:4][CH3:5])[CH3:2].NN. The catalyst is [Ni].C(O)C. The product is [CH2:1]([N:3]([CH2:6][C:7]1[CH:8]=[CH:9][C:10]([NH2:13])=[CH:11][CH:12]=1)[CH2:4][CH3:5])[CH3:2]. The yield is 0.910. (2) The reactants are [NH2:1][C:2]1[N:7]=[C:6]([O:8][CH3:9])[C:5]([C:10](=[O:26])[CH2:11][CH2:12][CH:13]2[CH2:18][CH2:17][N:16](C(OC(C)(C)C)=O)[CH2:15][CH2:14]2)=[CH:4][C:3]=1[Cl:27]. The catalyst is Cl. The product is [ClH:27].[NH2:1][C:2]1[N:7]=[C:6]([O:8][CH3:9])[C:5]([C:10](=[O:26])[CH2:11][CH2:12][CH:13]2[CH2:18][CH2:17][NH:16][CH2:15][CH2:14]2)=[CH:4][C:3]=1[Cl:27]. The yield is 0.470. (3) The product is [Cl:38][C:23]1[C:24]([NH:26][C@@H:27]2[CH2:32][CH2:31][CH2:30][CH2:29][C@H:28]2[NH:33][S:34]([CH3:37])(=[O:36])=[O:35])=[N:25][C:20]([NH:1][C:2]2[CH:3]=[CH:4][C:5]3[CH2:11][CH2:10][CH:9]([NH:12][CH2:13][CH2:14][OH:15])[CH2:8][CH2:7][C:6]=3[C:16]=2[O:17][CH3:18])=[N:21][CH:22]=1. The reactants are [NH2:1][C:2]1[CH:3]=[CH:4][C:5]2[CH2:11][CH2:10][CH:9]([NH:12][CH2:13][CH2:14][OH:15])[CH2:8][CH2:7][C:6]=2[C:16]=1[O:17][CH3:18].Cl[C:20]1[N:25]=[C:24]([NH:26][C@@H:27]2[CH2:32][CH2:31][CH2:30][CH2:29][C@H:28]2[NH:33][S:34]([CH3:37])(=[O:36])=[O:35])[C:23]([Cl:38])=[CH:22][N:21]=1. No catalyst specified. The yield is 0.210. (4) The reactants are [Br:1][C:2]1C(Cl)=[C:4]([NH:8][C:9](=O)[C:10]2[CH:15]=[CH:14][CH:13]=[CH:12][C:11]=2[NH:16][CH3:17])[CH:5]=[CH:6][CH:7]=1.Cl[C:21]([Cl:31])(OC(=O)OC(Cl)(Cl)Cl)Cl.[OH2:32].C1C[O:36][CH2:35]C1. No catalyst specified. The product is [Br:1][C:2]1[C:21]([Cl:31])=[C:4](/[N:8]=[C:9]2/[C:10]3[CH:15]=[CH:14][CH:13]=[CH:12][C:11]=3[N:16]([CH3:17])[C:35](=[O:36])[O:32]/2)[CH:5]=[CH:6][CH:7]=1. The yield is 0.810. (5) The reactants are [CH3:1][O:2][C:3]1[N:8]=[C:7]([NH:9][CH2:10][C:11]2[CH:16]=[CH:15][C:14]([C:17]([F:20])([F:19])[F:18])=[CH:13][CH:12]=2)[CH:6]=[CH:5][C:4]=1[CH2:21][C:22]1[C:30]2[C:25](=[N:26][CH:27]=[CH:28][CH:29]=2)[N:24]([Si](C(C)C)(C(C)C)C(C)C)[CH:23]=1.O1CCCC1.[F-].C([N+](CCCC)(CCCC)CCCC)CCC. The catalyst is O. The product is [CH3:1][O:2][C:3]1[N:8]=[C:7]([NH:9][CH2:10][C:11]2[CH:16]=[CH:15][C:14]([C:17]([F:19])([F:20])[F:18])=[CH:13][CH:12]=2)[CH:6]=[CH:5][C:4]=1[CH2:21][C:22]1[C:30]2[C:25](=[N:26][CH:27]=[CH:28][CH:29]=2)[NH:24][CH:23]=1. The yield is 0.810.